This data is from Catalyst prediction with 721,799 reactions and 888 catalyst types from USPTO. The task is: Predict which catalyst facilitates the given reaction. (1) Reactant: C([O:3][C:4]([CH:6]([C:14]1[CH:27]=[CH:26][C:25]2[S:24](=[O:29])(=[O:28])[C:23]3[C:18](=[CH:19][CH:20]=[CH:21][CH:22]=3)[N:17](C(OC(C)(C)C)=O)[C:16]=2[CH:15]=1)[CH2:7][CH:8]1[CH2:13][CH2:12][O:11][CH2:10][CH2:9]1)=[O:5])C.[OH-].[Na+]. Product: [O:29]=[S:24]1(=[O:28])[C:23]2[C:18](=[CH:19][CH:20]=[CH:21][CH:22]=2)[NH:17][C:16]2[CH:15]=[C:14]([CH:6]([CH2:7][CH:8]3[CH2:13][CH2:12][O:11][CH2:10][CH2:9]3)[C:4]([OH:5])=[O:3])[CH:27]=[CH:26][C:25]1=2. The catalyst class is: 5. (2) Reactant: [CH:1]([NH:3][C:4]1[CH:13]=[C:12]2[C:7]([CH2:8][CH2:9][CH:10]([C:14](OCC)=[O:15])[O:11]2)=[CH:6][CH:5]=1)=O.[H-].[Al+3].[Li+].[H-].[H-].[H-]. Product: [CH3:1][NH:3][C:4]1[CH:13]=[C:12]2[C:7]([CH2:8][CH2:9][CH:10]([CH2:14][OH:15])[O:11]2)=[CH:6][CH:5]=1. The catalyst class is: 1. (3) Reactant: [OH:1][CH:2](CO)[CH2:3][C:4]1[CH:11]=[C:10]([F:12])[C:7]([C:8]#[N:9])=[C:6]([F:13])[CH:5]=1. Product: [F:12][C:10]1[CH:11]=[C:4]([CH2:3][CH:2]=[O:1])[CH:5]=[C:6]([F:13])[C:7]=1[C:8]#[N:9]. The catalyst class is: 24. (4) Reactant: C(OC(=O)[NH:7][CH:8]([CH2:30][C:31]1[CH:32]=[N:33][CH:34]=[CH:35][CH:36]=1)[C:9]([N:11]1[CH2:16][CH2:15][N:14]([CH:17]([C:24]2[CH:29]=[CH:28][CH:27]=[CH:26][CH:25]=2)[C:18]2[CH:23]=[CH:22][CH:21]=[CH:20][CH:19]=2)[CH2:13][CH2:12]1)=[O:10])(C)(C)C.FC(F)(F)C(O)=O. Product: [NH2:7][CH:8]([CH2:30][C:31]1[CH:32]=[N:33][CH:34]=[CH:35][CH:36]=1)[C:9]([N:11]1[CH2:16][CH2:15][N:14]([CH:17]([C:24]2[CH:25]=[CH:26][CH:27]=[CH:28][CH:29]=2)[C:18]2[CH:23]=[CH:22][CH:21]=[CH:20][CH:19]=2)[CH2:13][CH2:12]1)=[O:10]. The catalyst class is: 2. (5) Reactant: [CH3:1][O:2][C:3]1[CH:4]=[CH:5][C:6]2[S:10][CH:9]=[CH:8][C:7]=2[CH:11]=1.C([Li])CCC.[C:17]1([CH:23]=[N:24][S:25]([C:28]2[CH:38]=[CH:37][C:31]3[O:32][CH2:33][CH2:34][CH2:35][O:36][C:30]=3[CH:29]=2)(=[O:27])=[O:26])[CH:22]=[CH:21][CH:20]=[CH:19][CH:18]=1.C(=O)(O)[O-].[Na+]. Product: [CH3:1][O:2][C:3]1[CH:4]=[CH:5][C:6]2[S:10][C:9]([CH:23]([C:17]3[CH:22]=[CH:21][CH:20]=[CH:19][CH:18]=3)[NH:24][S:25]([C:28]3[CH:38]=[CH:37][C:31]4[O:32][CH2:33][CH2:34][CH2:35][O:36][C:30]=4[CH:29]=3)(=[O:26])=[O:27])=[CH:8][C:7]=2[CH:11]=1. The catalyst class is: 188. (6) Reactant: [B:1]([CH2:10][CH2:11][CH2:12][CH3:13])([CH2:6][CH2:7][CH2:8][CH3:9])[CH2:2][CH2:3][CH2:4][CH3:5].[O:14]=[O:15]. Product: [B:1]([CH2:6][CH2:7][CH2:8][CH3:9])([CH2:10][CH2:11][CH2:12][CH3:13])[CH2:2][CH2:3][CH2:4][CH3:5].[O:14]=[O:15]. The catalyst class is: 2. (7) Reactant: [CH3:1][C:2]1[C:6]([CH2:7][O:8][C:9]2[CH:14]=[CH:13][C:12]([CH2:15][C:16]([OH:18])=O)=[CH:11][CH:10]=2)=[C:5]([CH3:19])[O:4][N:3]=1.[C:20]1([CH3:35])[CH:25]=[CH:24][C:23]([CH:26]([C:28]2[CH:33]=[CH:32][C:31]([CH3:34])=[CH:30][CH:29]=2)[NH2:27])=[CH:22][CH:21]=1.CCN(C(C)C)C(C)C.C(Cl)CCl.C1C=CC2N(O)N=NC=2C=1. The catalyst class is: 4. Product: [C:31]1([CH3:34])[CH:30]=[CH:29][C:28]([CH:26]([C:23]2[CH:22]=[CH:21][C:20]([CH3:35])=[CH:25][CH:24]=2)[NH:27][C:16](=[O:18])[CH2:15][C:12]2[CH:11]=[CH:10][C:9]([O:8][CH2:7][C:6]3[C:2]([CH3:1])=[N:3][O:4][C:5]=3[CH3:19])=[CH:14][CH:13]=2)=[CH:33][CH:32]=1. (8) The catalyst class is: 149. Reactant: Br[C:2]1[S:3][CH:4]=[CH:5][N:6]=1.[CH3:7][O:8][C:9]1[N:14]=[C:13]([O:15][CH3:16])[C:12](B(O)O)=[CH:11][N:10]=1.C([O-])(O)=O.[Na+]. Product: [CH3:7][O:8][C:9]1[N:14]=[C:13]([O:15][CH3:16])[C:12]([C:2]2[S:3][CH:4]=[CH:5][N:6]=2)=[CH:11][N:10]=1. (9) Reactant: [Cl:1][C:2]1[CH:3]=[C:4]([NH:8][C:9]2[CH:14]=[C:13]([NH:15][C:16]3[CH:17]=[C:18]([CH:34]=[CH:35][CH:36]=3)[C:19]([N:21]3[CH2:26][CH2:25][N:24](C(OC(C)(C)C)=O)[CH2:23][CH2:22]3)=[O:20])[N:12]3[N:37]=[CH:38][C:39]([CH:40]=[C:41]4[C:45](=[O:46])[NH:44][C:43](=[O:47])[NH:42]4)=[C:11]3[N:10]=2)[CH:5]=[CH:6][CH:7]=1. Product: [Cl:1][C:2]1[CH:3]=[C:4]([NH:8][C:9]2[CH:14]=[C:13]([NH:15][C:16]3[CH:36]=[CH:35][CH:34]=[C:18]([C:19]([N:21]4[CH2:22][CH2:23][NH:24][CH2:25][CH2:26]4)=[O:20])[CH:17]=3)[N:12]3[N:37]=[CH:38][C:39]([CH:40]=[C:41]4[NH:42][C:43](=[O:47])[NH:44][C:45]4=[O:46])=[C:11]3[N:10]=2)[CH:5]=[CH:6][CH:7]=1. The catalyst class is: 137.